This data is from Full USPTO retrosynthesis dataset with 1.9M reactions from patents (1976-2016). The task is: Predict the reactants needed to synthesize the given product. (1) Given the product [NH2:36][C:37]([O:39][C@@H:40]1[CH2:45][CH2:44][CH2:43][N:42]([C:46]2[N:47]=[C:48]3[CH:65]=[C:64]([C:66]([NH:68][C:69]4[S:70][CH:71]=[C:72]([C:74]([CH3:77])([CH3:76])[CH3:75])[N:73]=4)=[O:67])[CH:63]=[CH:62][N:49]3[C:50](=[O:61])[C:51]=2/[CH:52]=[CH:53]/[C:54]([OH:56])=[O:55])[CH2:41]1)=[O:38], predict the reactants needed to synthesize it. The reactants are: C(C1N=C(NC(C2C=CN3C(=O)C(/C=C/C(O)=O)=C(N4CCC[C@@H](O)C4)N=C3C=2)=O)SC=1)(C)(C)C.[NH2:36][C:37]([O:39][C@@H:40]1[CH2:45][CH2:44][CH2:43][N:42]([C:46]2[N:47]=[C:48]3[CH:65]=[C:64]([C:66]([NH:68][C:69]4[S:70][CH:71]=[C:72]([C:74]([CH3:77])([CH3:76])[CH3:75])[N:73]=4)=[O:67])[CH:63]=[CH:62][N:49]3[C:50](=[O:61])[C:51]=2/[CH:52]=[CH:53]/[C:54]([O:56]C(C)(C)C)=[O:55])[CH2:41]1)=[O:38]. (2) Given the product [OH:1][C:2]1[CH:3]=[CH:4][C:5]([CH2:8][C:9]([O:11][C:5]([CH3:8])([CH3:6])[CH3:4])=[O:10])=[CH:6][CH:7]=1, predict the reactants needed to synthesize it. The reactants are: [OH:1][C:2]1[CH:7]=[CH:6][C:5]([CH2:8][C:9]([OH:11])=[O:10])=[CH:4][CH:3]=1. (3) The reactants are: [Br:1][C:2]1[CH:3]=[N:4][C:5]2[N:6]([N:8]=[C:9]([C:11]([OH:13])=O)[CH:10]=2)[CH:7]=1.[CH3:14][CH:15]1[C:24]2[C:19](=[CH:20][CH:21]=[C:22]([C:25]3[C:26]([CH3:30])=[N:27][NH:28][CH:29]=3)[CH:23]=2)[CH2:18][CH2:17][NH:16]1. Given the product [Br:1][C:2]1[CH:3]=[N:4][C:5]2[N:6]([N:8]=[C:9]([C:11]([N:16]3[CH2:17][CH2:18][C:19]4[C:24](=[CH:23][C:22]([C:25]5[C:26]([CH3:30])=[N:27][NH:28][CH:29]=5)=[CH:21][CH:20]=4)[CH:15]3[CH3:14])=[O:13])[CH:10]=2)[CH:7]=1, predict the reactants needed to synthesize it. (4) Given the product [O:33]=[C:29]1[NH:28][C:23]2([CH2:22][C:21]3[C:25](=[CH:26][CH:27]=[C:19]([NH:18][C:14](=[O:16])[CH2:13][N:5]4[C:4](=[O:17])[CH:3]([CH2:1][CH3:2])[O:8][C:7]5[CH:9]=[CH:10][CH:11]=[CH:12][C:6]4=5)[CH:20]=3)[CH2:24]2)[C:31](=[O:32])[NH:30]1, predict the reactants needed to synthesize it. The reactants are: [CH2:1]([CH:3]1[O:8][C:7]2[CH:9]=[CH:10][CH:11]=[CH:12][C:6]=2[N:5]([CH2:13][C:14]([OH:16])=O)[C:4]1=[O:17])[CH3:2].[NH2:18][C:19]1[CH:20]=[C:21]2[C:25](=[CH:26][CH:27]=1)[CH2:24][C:23]1([C:31](=[O:32])[NH:30][C:29](=[O:33])[NH:28]1)[CH2:22]2.CCN(C(C)C)C(C)C.CN(C(ON1N=NC2C=CC=NC1=2)=[N+](C)C)C.F[P-](F)(F)(F)(F)F. (5) Given the product [CH3:22][C:5]([O:14][C:15]1[CH:20]=[CH:19][CH:18]=[CH:17][C:16]=1[CH3:21])([CH2:6][C:7]1[CH:8]=[CH:9][C:10]([O:13][CH2:36][CH2:35][C:26]2[N:27]=[C:28]([C:30]3[S:31][CH:32]=[CH:33][CH:34]=3)[O:29][C:25]=2[CH3:24])=[CH:11][CH:12]=1)[C:4]([OH:3])=[O:23], predict the reactants needed to synthesize it. The reactants are: C([O:3][C:4](=[O:23])[C:5]([CH3:22])([O:14][C:15]1[CH:20]=[CH:19][CH:18]=[CH:17][C:16]=1[CH3:21])[CH2:6][C:7]1[CH:12]=[CH:11][C:10]([OH:13])=[CH:9][CH:8]=1)C.[CH3:24][C:25]1[O:29][C:28]([C:30]2[S:31][CH:32]=[CH:33][CH:34]=2)=[N:27][C:26]=1[CH2:35][CH2:36]OS(C1C=CC(C)=CC=1)(=O)=O. (6) Given the product [Cl:1][C:2]1[C:11]([C:12]([O:36][C:35]2[C:30]([F:29])=[C:31]([F:40])[C:32]([F:39])=[C:33]([F:38])[C:34]=2[F:37])=[O:13])=[C:10]([NH:15][CH2:16][C:17]2[CH:22]=[CH:21][C:20]([O:23][CH3:24])=[C:19]([Cl:26])[CH:18]=2)[C:9]2[C:4](=[CH:5][CH:6]=[C:7]([C:27]#[N:28])[CH:8]=2)[N:3]=1, predict the reactants needed to synthesize it. The reactants are: [Cl:1][C:2]1[C:11]([C:12](O)=[O:13])=[C:10]([NH:15][CH2:16][C:17]2[CH:22]=[CH:21][C:20]([O:23][CH2:24]C)=[C:19]([Cl:26])[CH:18]=2)[C:9]2[C:4](=[CH:5][CH:6]=[C:7]([C:27]#[N:28])[CH:8]=2)[N:3]=1.[F:29][C:30]1[C:35]([OH:36])=[C:34]([F:37])[C:33]([F:38])=[C:32]([F:39])[C:31]=1[F:40].C1CCC(N=C=NC2CCCCC2)CC1.CCOC(C)=O.